This data is from Reaction yield outcomes from USPTO patents with 853,638 reactions. The task is: Predict the reaction yield, written as a fraction of the theoretical maximum amount of product (1.0 means a 100% yield; for example, 0.34 means a 34% yield). (1) The reactants are C([N:8]1[CH2:13][CH2:12][N:11]([C:14]2[CH:15]=[CH:16][CH:17]=[C:18]3[C:23]=2[N:22]=[CH:21][CH:20]=[CH:19]3)[CH2:10][CH2:9]1)C1C=CC=CC=1.ClC(OC=C)=O. The catalyst is C(Cl)Cl. The product is [N:11]1([C:14]2[CH:15]=[CH:16][CH:17]=[C:18]3[C:23]=2[N:22]=[CH:21][CH:20]=[CH:19]3)[CH2:12][CH2:13][NH:8][CH2:9][CH2:10]1. The yield is 0.900. (2) The reactants are [CH:1]1[CH2:5][CH:4]=[CH:3][CH:2]=1.[Cl-].[NH4+:7].[CH2:8]=O.C([O-])([O-])=O.[Na+].[Na+].Cl[C:17]([O:19][CH2:20][C:21]1[CH:26]=[CH:25][CH:24]=[CH:23][CH:22]=1)=[O:18]. The catalyst is O. The product is [CH:2]12[CH2:1][CH:5]([CH:4]=[CH:3]1)[CH2:8][N:7]2[C:17]([O:19][CH2:20][C:21]1[CH:26]=[CH:25][CH:24]=[CH:23][CH:22]=1)=[O:18]. The yield is 0.330. (3) The reactants are [H-].[Na+].[CH3:3][O:4][C:5]1[CH:6]=[C:7]([CH2:13][CH2:14][C:15]([C:17]2[CH:22]=[CH:21][CH:20]=[C:19]([OH:23])[CH:18]=2)=[O:16])[CH:8]=[CH:9][C:10]=1[O:11][CH3:12].[C:24]([O:28][C:29](=[O:32])[CH2:30]Br)([CH3:27])([CH3:26])[CH3:25]. The catalyst is CN(C=O)C. The product is [C:24]([O:28][C:29]([CH2:30][O:23][C:19]1[CH:18]=[C:17]([C:15](=[O:16])[CH2:14][CH2:13][C:7]2[CH:8]=[CH:9][C:10]([O:11][CH3:12])=[C:5]([O:4][CH3:3])[CH:6]=2)[CH:22]=[CH:21][CH:20]=1)=[O:32])([CH3:27])([CH3:26])[CH3:25]. The yield is 0.820. (4) The reactants are [CH:1]([N:14]1[CH:19]=[C:18](I)[C:17](=[O:21])[NH:16][C:15]1=[O:22])([C:8]1[CH:13]=[CH:12][CH:11]=[CH:10][CH:9]=1)[C:2]1[CH:7]=[CH:6][CH:5]=[CH:4][CH:3]=1.[C:23]1(C)[CH:28]=[CH:27][CH:26]=[CH:25][CH:24]=1.C(O)C.C(=O)([O-])[O-].[Na+].[Na+]. The catalyst is CCOC(C)=O.O.[Pd].C1(P(C2C=CC=CC=2)C2C=CC=CC=2)C=CC=CC=1.C1(P(C2C=CC=CC=2)C2C=CC=CC=2)C=CC=CC=1.C1(P(C2C=CC=CC=2)C2C=CC=CC=2)C=CC=CC=1.C1(P(C2C=CC=CC=2)C2C=CC=CC=2)C=CC=CC=1. The product is [CH:1]([N:14]1[CH:19]=[C:18]([C:23]2[CH:28]=[CH:27][CH:26]=[CH:25][CH:24]=2)[C:17](=[O:21])[NH:16][C:15]1=[O:22])([C:8]1[CH:13]=[CH:12][CH:11]=[CH:10][CH:9]=1)[C:2]1[CH:7]=[CH:6][CH:5]=[CH:4][CH:3]=1. The yield is 0.620. (5) The reactants are [Br:1][CH2:2][CH2:3][O:4][CH3:5].[CH2:6]([P:8]([CH2:11][CH3:12])[CH2:9][CH3:10])[CH3:7].CCCCCC. The catalyst is C1(C)C=CC=CC=1. The product is [Br-:1].[CH2:6]([P+:8]([CH2:11][CH3:12])([CH2:9][CH3:10])[CH2:2][CH2:3][O:4][CH3:5])[CH3:7]. The yield is 0.760. (6) The reactants are [NH:1]1[CH:5]=[N:4][C:3]([S:6][CH2:7][CH2:8][O:9][C:10]2[CH:11]=[C:12]([CH2:16][NH2:17])[CH:13]=[CH:14][CH:15]=2)=[N:2]1.[C:18]([C:20]1[CH:21]=[C:22]2[C:27](=[CH:28][CH:29]=1)[N:26]=[C:25]([C:30](OCC)=[O:31])[NH:24][C:23]2=[O:35])#[N:19].C(N(C(C)C)CC)(C)C. The catalyst is C(O)C. The product is [C:18]([C:20]1[CH:21]=[C:22]2[C:27](=[CH:28][CH:29]=1)[N:26]=[C:25]([C:30]([NH:17][CH2:16][C:12]1[CH:13]=[CH:14][CH:15]=[C:10]([O:9][CH2:8][CH2:7][S:6][C:3]3[N:4]=[CH:5][NH:1][N:2]=3)[CH:11]=1)=[O:31])[NH:24][C:23]2=[O:35])#[N:19]. The yield is 0.260.